Dataset: Catalyst prediction with 721,799 reactions and 888 catalyst types from USPTO. Task: Predict which catalyst facilitates the given reaction. (1) Reactant: [OH:1][C:2]1([C:18]([O:20]C)=[O:19])[C:11]2[C:6](=[C:7]([O:13][C:14]([F:17])([F:16])[F:15])[CH:8]=[C:9]([Cl:12])[CH:10]=2)[O:5][CH2:4][CH2:3]1.[OH-].[K+].O. Product: [OH:1][C:2]1([C:18]([OH:20])=[O:19])[C:11]2[C:6](=[C:7]([O:13][C:14]([F:17])([F:15])[F:16])[CH:8]=[C:9]([Cl:12])[CH:10]=2)[O:5][CH2:4][CH2:3]1. The catalyst class is: 32. (2) Reactant: Cl[C:2]1[C:7]([N+:8]([O-])=O)=[CH:6][C:5]([C:11]([F:14])([F:13])[F:12])=[CH:4][N:3]=1.[CH3:15][N:16]1[CH:20]=[C:19](B2OC(C)(C)C(C)(C)O2)[CH:18]=[N:17]1.C(=O)([O-])[O-].[Cs+].[Cs+]. Product: [CH3:15][N:16]1[CH:20]=[C:19]([C:2]2[C:7]([NH2:8])=[CH:6][C:5]([C:11]([F:14])([F:13])[F:12])=[CH:4][N:3]=2)[CH:18]=[N:17]1. The catalyst class is: 339. (3) Reactant: Cl[CH2:2][CH2:3][C:4]([NH:6][C:7]1[CH:12]=[CH:11][CH:10]=[CH:9][CH:8]=1)=[O:5].[Cl-].[Al+3].[Cl-].[Cl-]. Product: [NH:6]1[C:7]2[C:12](=[CH:11][CH:10]=[CH:9][CH:8]=2)[CH2:2][CH2:3][C:4]1=[O:5]. The catalyst class is: 159.